This data is from Forward reaction prediction with 1.9M reactions from USPTO patents (1976-2016). The task is: Predict the product of the given reaction. (1) The product is: [CH:41]1([C:37]2[N:36]=[C:35]([C:15]3[C:14]4[C:18](=[CH:19][CH:20]=[C:12]([C:10]5[S:11][C:7]([C:1]6[CH:6]=[CH:5][CH:4]=[CH:3][CH:2]=6)=[N:8][N:9]=5)[CH:13]=4)[N:17]([S:21]([C:24]4[CH:30]=[CH:29][C:27]([CH3:28])=[CH:26][CH:25]=4)(=[O:23])=[O:22])[CH:16]=3)[CH:40]=[N:39][CH:38]=2)[CH2:43][CH2:42]1. Given the reactants [C:1]1([C:7]2[S:11][C:10]([C:12]3[CH:13]=[C:14]4[C:18](=[CH:19][CH:20]=3)[N:17]([S:21]([C:24]3[CH:30]=[CH:29][C:27]([CH3:28])=[CH:26][CH:25]=3)(=[O:23])=[O:22])[CH:16]=[C:15]4B(O)O)=[N:9][N:8]=2)[CH:6]=[CH:5][CH:4]=[CH:3][CH:2]=1.Br[C:35]1[CH:40]=[N:39][CH:38]=[C:37]([CH:41]2[CH2:43][CH2:42]2)[N:36]=1.P([O-])([O-])([O-])=O.[K+].[K+].[K+], predict the reaction product. (2) The product is: [CH2:1]([O:8][C:14]([NH:13][S:10]([NH:22][CH2:21][C:20]([O:19][CH2:17][CH3:18])=[O:23])(=[O:12])=[O:11])=[O:15])[C:2]1[CH:7]=[CH:6][CH:5]=[CH:4][CH:3]=1. Given the reactants [CH2:1]([OH:8])[C:2]1[CH:7]=[CH:6][CH:5]=[CH:4][CH:3]=1.Cl[S:10]([N:13]=[C:14]=[O:15])(=[O:12])=[O:11].Cl.[CH2:17]([O:19][C:20](=[O:23])[CH2:21][NH2:22])[CH3:18].C(N(CC)C(C)C)(C)C.Cl, predict the reaction product.